This data is from Forward reaction prediction with 1.9M reactions from USPTO patents (1976-2016). The task is: Predict the product of the given reaction. (1) Given the reactants I[C:2]1[CH:7]=[CH:6][C:5]([C:8]2[C:9]([C:14]([O:16]C)=[O:15])=[CH:10][CH:11]=[CH:12][CH:13]=2)=[CH:4][CH:3]=1.[NH:18]1[CH2:23][CH2:22][CH2:21][CH2:20][CH2:19]1.C(=O)([O-])[O-].[Cs+].[Cs+].C1(P(C2C=CC=CC=2)C2C=CC3C(=CC=CC=3)C=2C2C3C(=CC=CC=3)C=CC=2P(C2C=CC=CC=2)C2C=CC=CC=2)C=CC=CC=1, predict the reaction product. The product is: [N:18]1([C:2]2[CH:7]=[CH:6][C:5]([C:8]3[C:9]([C:14]([OH:16])=[O:15])=[CH:10][CH:11]=[CH:12][CH:13]=3)=[CH:4][CH:3]=2)[CH2:23][CH2:22][CH2:21][CH2:20][CH2:19]1. (2) The product is: [Cl:1][C:2]1[CH:7]=[CH:6][C:5]([CH2:8][N:9]2[CH2:10][CH2:11][CH2:12][CH2:13]2)=[CH:4][C:3]=1[C:14]1[O:18][C:17]([C:19]2[C:24]([CH3:25])=[CH:23][N:22]=[C:21]([NH:26][C:27](=[O:29])[CH3:28])[CH:20]=2)=[CH:16][C:15]=1[C:30]1[NH:34][CH:33]=[N:32][N:31]=1. Given the reactants [Cl:1][C:2]1[CH:7]=[CH:6][C:5]([CH2:8][N:9]2[CH2:13][CH2:12][CH2:11][CH2:10]2)=[CH:4][C:3]=1[C:14]1[O:18][C:17]([C:19]2[C:24]([CH3:25])=[CH:23][N:22]=[C:21]([NH:26][C:27](=[O:29])[CH3:28])[CH:20]=2)=[CH:16][C:15]=1[C:30]1[N:34]=[CH:33][N:32](COCC[Si](C)(C)C)[N:31]=1.C(O)(C(F)(F)F)=O, predict the reaction product. (3) Given the reactants Br[C:2]1[CH:3]=[C:4]([S:8]([C:11]([F:31])([C:25]2[O:26][C:27]([CH3:30])=[N:28][N:29]=2)[CH:12]2[CH2:24][C:15]3[NH:16][C:17]4[CH:18]=[CH:19][C:20]([Cl:23])=[CH:21][C:22]=4[C:14]=3[CH2:13]2)(=[O:10])=[O:9])[CH:5]=[CH:6][CH:7]=1.[CH3:32][CH2:33]N(C(C)C)C(C)C.C([Si](C)(C)C)#C.[OH-].[Na+], predict the reaction product. The product is: [Cl:23][C:20]1[CH:19]=[CH:18][C:17]2[NH:16][C:15]3[CH2:24][CH:12]([C:11]([S:8]([C:4]4[CH:5]=[CH:6][CH:7]=[C:2]([C:32]#[CH:33])[CH:3]=4)(=[O:10])=[O:9])([F:31])[C:25]4[O:26][C:27]([CH3:30])=[N:28][N:29]=4)[CH2:13][C:14]=3[C:22]=2[CH:21]=1.